Task: Predict the product of the given reaction.. Dataset: Forward reaction prediction with 1.9M reactions from USPTO patents (1976-2016) (1) Given the reactants I[C:2]1[C:3]2[N:4]([C:9]([CH2:12][CH:13]3[CH2:15][CH2:14]3)=[N:10][N:11]=2)[CH:5]=[CH:6][C:7]=1[Cl:8].[CH2:16](B(O)O)[CH3:17].C1(P(C2CCCCC2)C2C=CC=CC=2C2C(OC)=CC=CC=2OC)CCCCC1.CC(C1C=C(C(C)C)C(C2C=CC=CC=2P(C2CCCCC2)C2CCCCC2)=C(C(C)C)C=1)C.C([O-])([O-])=O.[K+].[K+], predict the reaction product. The product is: [CH2:16]([C:2]1[C:3]2[N:4]([C:9]([CH2:12][CH:13]3[CH2:15][CH2:14]3)=[N:10][N:11]=2)[CH:5]=[CH:6][C:7]=1[Cl:8])[CH3:17]. (2) Given the reactants [OH:1][CH:2]1[CH2:6][CH2:5][N:4]([C:7]2[CH:8]=[CH:9][C:10]([CH3:20])=[C:11]([N:13]3[CH2:18][CH2:17][NH:16][CH2:15][C:14]3=[O:19])[CH:12]=2)[CH2:3]1.C(N(CC)CC)C.[Cl:28][C:29]1[C:37]([C:38]([F:41])([F:40])[F:39])=[CH:36][CH:35]=[CH:34][C:30]=1[C:31](Cl)=[O:32], predict the reaction product. The product is: [Cl:28][C:29]1[C:37]([C:38]([F:40])([F:41])[F:39])=[CH:36][CH:35]=[CH:34][C:30]=1[C:31]([N:16]1[CH2:17][CH2:18][N:13]([C:11]2[CH:12]=[C:7]([N:4]3[CH2:5][CH2:6][CH:2]([OH:1])[CH2:3]3)[CH:8]=[CH:9][C:10]=2[CH3:20])[C:14](=[O:19])[CH2:15]1)=[O:32]. (3) Given the reactants Cl.[Cl:2][C:3]1[N:8]=[N:7][C:6]([NH:9][NH2:10])=[CH:5][CH:4]=1.[CH2:11]([O:13][C:14](=[O:27])[C:15](=O)[CH2:16][C:17]([C:19]1[CH:24]=[CH:23][C:22]([CH3:25])=[CH:21][N:20]=1)=O)[CH3:12].[OH-].[Na+], predict the reaction product. The product is: [CH2:11]([O:13][C:14]([C:15]1[CH:16]=[C:17]([C:19]2[CH:24]=[CH:23][C:22]([CH3:25])=[CH:21][N:20]=2)[N:9]([C:6]2[N:7]=[N:8][C:3]([Cl:2])=[CH:4][CH:5]=2)[N:10]=1)=[O:27])[CH3:12]. (4) Given the reactants [Cl:1][C:2]1[CH:7]=[CH:6][C:5]([CH:8]([OH:20])[C:9]2[CH:14]=[CH:13][C:12]([O:15][C:16]([F:19])([F:18])[F:17])=[CH:11][CH:10]=2)=[CH:4][C:3]=1[S:21]([NH2:24])(=[O:23])=[O:22].CC(C)=O.OS(O)(=O)=O.O=[Cr](=O)=O, predict the reaction product. The product is: [Cl:1][C:2]1[CH:7]=[CH:6][C:5]([C:8](=[O:20])[C:9]2[CH:14]=[CH:13][C:12]([O:15][C:16]([F:18])([F:17])[F:19])=[CH:11][CH:10]=2)=[CH:4][C:3]=1[S:21]([NH2:24])(=[O:23])=[O:22]. (5) Given the reactants [Br:1][C:2]1[C:3]([C@:8]([NH:23][S@@:24]([C:26]([CH3:29])([CH3:28])[CH3:27])=[O:25])([C:11]2[CH:16]=[CH:15][C:14]([O:17][C:18]([F:21])([F:20])[F:19])=[C:13]([F:22])[CH:12]=2)[CH:9]=[O:10])=[N:4][CH:5]=[CH:6][CH:7]=1.[BH4-].[Na+].O, predict the reaction product. The product is: [Br:1][C:2]1[C:3]([C@:8]([NH:23][S@@:24]([C:26]([CH3:29])([CH3:28])[CH3:27])=[O:25])([C:11]2[CH:16]=[CH:15][C:14]([O:17][C:18]([F:21])([F:19])[F:20])=[C:13]([F:22])[CH:12]=2)[CH2:9][OH:10])=[N:4][CH:5]=[CH:6][CH:7]=1. (6) The product is: [Cl:11][C:12]1[CH:21]=[C:20]2[C:15]([CH:16]=[CH:17][C:18]([CH:22]=[CH:6][C:5]3[CH:4]=[C:3]([CH:10]=[CH:9][CH:8]=3)[C:1]#[N:2])=[N:19]2)=[CH:14][CH:13]=1. Given the reactants [C:1]([C:3]1[CH:4]=[C:5]([CH:8]=[CH:9][CH:10]=1)[CH:6]=O)#[N:2].[Cl:11][C:12]1[CH:21]=[C:20]2[C:15]([CH:16]=[CH:17][C:18]([CH3:22])=[N:19]2)=[CH:14][CH:13]=1.C([O-])(=O)C.[Na+], predict the reaction product. (7) Given the reactants C([O:4][C@@H:5]1[C@@H:47]([O:48]C(=O)C)[C@H:46]([O:52]C(=O)C)[C@@H:45]([C:56]([O:58]C)=[O:57])[O:44][C@H:6]1[O:7][C:8]1[CH:13]=[CH:12][C:11]([C@@H:14]2[C@@H:17]([CH2:18][CH2:19][C@H:20]([O:28]C(=O)C)[C:21]3[CH:26]=[CH:25][C:24]([F:27])=[CH:23][CH:22]=3)[C:16](=[O:32])[N:15]2[C:33]2[CH:38]=[CH:37][C:36]([C:39]#[C:40][C:41]([OH:43])=[O:42])=[CH:35][CH:34]=2)=[CH:10][CH:9]=1)(=O)C.[C-]#N.[Na+], predict the reaction product. The product is: [O:7]([C:8]1[CH:9]=[CH:10][C:11]([C@@H:14]2[C@@H:17]([CH2:18][CH2:19][C@@H:20]([C:21]3[CH:26]=[CH:25][C:24]([F:27])=[CH:23][CH:22]=3)[OH:28])[C:16](=[O:32])[N:15]2[C:33]2[CH:34]=[CH:35][C:36]([C:39]#[C:40][C:41]([OH:43])=[O:42])=[CH:37][CH:38]=2)=[CH:12][CH:13]=1)[C@@H:6]1[O:44][C@H:45]([C:56]([OH:58])=[O:57])[C@@H:46]([OH:52])[C@H:47]([OH:48])[C@H:5]1[OH:4]. (8) Given the reactants Cl[C:2]1[N:7]=[CH:6][N:5]=[C:4]([C:8]([C:10]2[CH:19]=[C:18]([CH3:20])[C:13]3[NH:14][C:15](=[O:17])[O:16][C:12]=3[CH:11]=2)=[O:9])[CH:3]=1.[NH:21]1[C:30]2[C:25](=[CH:26][CH:27]=[CH:28][CH:29]=2)[C:24]2([CH2:35][CH2:34][NH:33][CH2:32][CH2:31]2)[NH:23][C:22]1=[O:36].CCN(C(C)C)C(C)C, predict the reaction product. The product is: [CH3:20][C:18]1[C:13]2[NH:14][C:15](=[O:17])[O:16][C:12]=2[CH:11]=[C:10]([C:8]([C:4]2[CH:3]=[C:2]([N:33]3[CH2:32][CH2:31][C:24]4([C:25]5[C:30](=[CH:29][CH:28]=[CH:27][CH:26]=5)[NH:21][C:22](=[O:36])[NH:23]4)[CH2:35][CH2:34]3)[N:7]=[CH:6][N:5]=2)=[O:9])[CH:19]=1. (9) Given the reactants [C:1]([O:5][C@@H:6]([C:11]1[C:40]([CH3:41])=[CH:39][C:38]2=[N:42][C:35]3=[CH:36][N:37]2[C:12]=1[N:13]1[CH2:48][CH2:47][C:16]([CH3:49])([O:17][CH2:18][CH:19]=[CH:20][CH2:21][C@H:22]([CH3:46])[O:23][C:24]2[CH:25]=[C:26]([F:45])[CH:27]=[C:28]([F:44])[C:29]=2[C:30]2[CH:43]=[C:34]3[CH:33]=[CH:32][CH:31]=2)[CH2:15][CH2:14]1)[C:7]([O:9][CH3:10])=[O:8])([CH3:4])([CH3:3])[CH3:2].C(O[C@@H](C1C(C)=CC2=NC3=CN2C=1N1CCC(C)(OCCCC[C@H](C)OC2C=C(F)C=CC=2C2C=C3C=CC=2)CC1)C(OC)=O)(C)(C)C, predict the reaction product. The product is: [C:1]([O:5][C@@H:6]([C:11]1[C:40]([CH3:41])=[CH:39][C:38]2=[N:42][C:35]3=[CH:36][N:37]2[C:12]=1[N:13]1[CH2:14][CH2:15][C:16]([CH3:49])([O:17][CH2:18][CH2:19][CH2:20][CH2:21][C@H:22]([CH3:46])[O:23][C:24]2[CH:25]=[C:26]([F:45])[CH:27]=[C:28]([F:44])[C:29]=2[C:30]2[CH:43]=[C:34]3[CH:33]=[CH:32][CH:31]=2)[CH2:47][CH2:48]1)[C:7]([O:9][CH3:10])=[O:8])([CH3:4])([CH3:2])[CH3:3].